This data is from Peptide-MHC class I binding affinity with 185,985 pairs from IEDB/IMGT. The task is: Regression. Given a peptide amino acid sequence and an MHC pseudo amino acid sequence, predict their binding affinity value. This is MHC class I binding data. (1) The peptide sequence is PRFGSCYFL. The MHC is HLA-A03:01 with pseudo-sequence HLA-A03:01. The binding affinity (normalized) is 0.0847. (2) The peptide sequence is EVPAQYLTY. The MHC is HLA-B51:01 with pseudo-sequence HLA-B51:01. The binding affinity (normalized) is 0.0847. (3) The peptide sequence is QVFKGVVIR. The MHC is HLA-A68:02 with pseudo-sequence HLA-A68:02. The binding affinity (normalized) is 0.309. (4) The peptide sequence is GTSKIKMKW. The MHC is HLA-A30:02 with pseudo-sequence HLA-A30:02. The binding affinity (normalized) is 0. (5) The peptide sequence is AELGAFFSI. The MHC is HLA-B18:01 with pseudo-sequence HLA-B18:01. The binding affinity (normalized) is 0.657. (6) The binding affinity (normalized) is 0.764. The MHC is HLA-A02:01 with pseudo-sequence HLA-A02:01. The peptide sequence is KTMAMALSIV. (7) The peptide sequence is FIVEHINAM. The MHC is HLA-B40:01 with pseudo-sequence HLA-B40:01. The binding affinity (normalized) is 0.0847.